Dataset: Forward reaction prediction with 1.9M reactions from USPTO patents (1976-2016). Task: Predict the product of the given reaction. (1) Given the reactants [OH-].[K+].[CH3:3][C:4]([CH3:26])=[CH:5][CH2:6][O:7][C:8]1[CH:9]=[CH:10][C:11]2[C:12](=[O:25])[C:13]3[C:18]([O:19][C:20]=2[C:21]=1[C:22](=[O:24])[CH3:23])=[CH:17][CH:16]=[CH:15][CH:14]=3.[CH3:27][O:28][C:29]1[CH:30]=[C:31]([CH:34]=[C:35]([O:39][CH3:40])[C:36]=1[O:37][CH3:38])[CH:32]=O, predict the reaction product. The product is: [CH3:3][C:4]([CH3:26])=[CH:5][CH2:6][O:7][C:8]1[CH:9]=[CH:10][C:11]2[C:12](=[O:25])[C:13]3[C:18]([O:19][C:20]=2[C:21]=1[C:22](=[O:24])[CH:23]=[CH:32][C:31]1[CH:34]=[C:35]([O:39][CH3:40])[C:36]([O:37][CH3:38])=[C:29]([O:28][CH3:27])[CH:30]=1)=[CH:17][CH:16]=[CH:15][CH:14]=3. (2) Given the reactants C(O[C:5](=[O:7])C)(=O)C.[NH2:8][C:9]1[N:10]([CH2:18][CH:19]2[CH2:21][CH2:20]2)[N:11]=[C:12]([C:14]([CH3:17])([CH3:16])[CH3:15])[CH:13]=1.[OH-].[Na+], predict the reaction product. The product is: [C:14]([C:12]1[CH:13]=[C:9]([NH:8][CH:5]=[O:7])[N:10]([CH2:18][CH:19]2[CH2:20][CH2:21]2)[N:11]=1)([CH3:17])([CH3:15])[CH3:16]. (3) Given the reactants [CH2:1]([O:8][C:9]1[CH:19]=[CH:18][CH:17]=[CH:16][C:10]=1[C:11]([O:13]CC)=[O:12])[C:2]1[CH:7]=[CH:6][CH:5]=[CH:4][CH:3]=1.[OH-].[Na+].CCO, predict the reaction product. The product is: [CH2:1]([O:8][C:9]1[CH:19]=[CH:18][CH:17]=[CH:16][C:10]=1[C:11]([OH:13])=[O:12])[C:2]1[CH:3]=[CH:4][CH:5]=[CH:6][CH:7]=1. (4) Given the reactants C([O:5][P:6]([CH:13]([C:15]1[CH:16]=[N:17][C:18]([CH3:30])=[C:19]([O:22]CC2C=CC=CC=2)[C:20]=1[CH3:21])[OH:14])(=[O:12])[O:7]C(C)(C)C)(C)(C)C, predict the reaction product. The product is: [OH:14][CH:13]([P:6](=[O:5])([OH:7])[OH:12])[C:15]1[CH:16]=[N:17][C:18]([CH3:30])=[C:19]([OH:22])[C:20]=1[CH3:21]. (5) Given the reactants C[O:2][C:3](=[O:22])[CH2:4][CH2:5][CH2:6][CH2:7][C:8]1[O:9][CH:10]=[C:11]([C:13]2[CH:18]=[C:17]([Cl:19])[CH:16]=[CH:15][C:14]=2[O:20]C)[N:12]=1.B(Br)(Br)Br, predict the reaction product. The product is: [Cl:19][C:17]1[CH:16]=[CH:15][C:14]([OH:20])=[C:13]([C:11]2[N:12]=[C:8]([CH2:7][CH2:6][CH2:5][CH2:4][C:3]([OH:22])=[O:2])[O:9][CH:10]=2)[CH:18]=1. (6) Given the reactants C([O-])([O-])=O.[K+].[K+].[Cl:7][C:8]1[CH:13]=[CH:12][CH:11]=[CH:10][C:9]=1[OH:14].Br[CH2:16][C:17]([O:19][CH2:20][CH3:21])=[O:18], predict the reaction product. The product is: [CH2:20]([O:19][C:17](=[O:18])[CH2:16][O:14][C:9]1[CH:10]=[CH:11][CH:12]=[CH:13][C:8]=1[Cl:7])[CH3:21].